From a dataset of Full USPTO retrosynthesis dataset with 1.9M reactions from patents (1976-2016). Predict the reactants needed to synthesize the given product. (1) Given the product [CH2:35]([O:37][C:38]([C:40]1[N:41]([C:61]2[CH:66]=[CH:65][C:64]([O:67][CH:68]([CH3:69])[CH3:70])=[CH:63][CH:62]=2)[C:42]2[C:47]([C:48]=1[Br:49])=[CH:46][CH:45]=[C:44]([O:20][C:21]1[CH:26]=[CH:25][CH:24]=[C:23]([O:27][C:28]([F:29])([F:30])[F:31])[CH:22]=1)[CH:43]=2)=[O:39])[CH3:36], predict the reactants needed to synthesize it. The reactants are: C(OC1C=CC(N2C3C(=CC=C([O:20][C:21]4[CH:26]=[CH:25][CH:24]=[C:23]([O:27][C:28]([F:31])([F:30])[F:29])[CH:22]=4)C=3)C=C2C(O)=O)=CC=1)(C)C.[CH2:35]([O:37][C:38]([C:40]1[N:41]([C:61]2[CH:66]=[CH:65][C:64]([O:67][CH:68]([CH3:70])[CH3:69])=[CH:63][CH:62]=2)[C:42]2[C:47]([C:48]=1[Br:49])=[CH:46][C:45](OC1C=CC(C(F)(F)F)=CC=1)=[CH:44][CH:43]=2)=[O:39])[CH3:36]. (2) Given the product [CH3:18][O:19][C:20]1[CH:27]=[CH:26][C:23]([CH2:24][N:3]2[N:2]=[N:1][C:5]([CH2:6][C:7]([O:9][CH2:10][CH3:11])=[O:8])=[N:4]2)=[CH:22][CH:21]=1, predict the reactants needed to synthesize it. The reactants are: [NH:1]1[C:5]([CH2:6][C:7]([O:9][CH2:10][CH3:11])=[O:8])=[N:4][N:3]=[N:2]1.C(=O)([O-])[O-].[K+].[K+].[CH3:18][O:19][C:20]1[CH:27]=[CH:26][C:23]([CH2:24]Cl)=[CH:22][CH:21]=1. (3) Given the product [CH3:1][C:2]1([CH3:25])[C:6]([CH3:7])([CH3:8])[C:5]2[CH:9]=[CH:10][CH:11]=[C:12]([CH2:13][N:14]3[CH2:19][CH2:18][C:17]4([CH2:20][CH2:21][N:22]([C:38]([C:37]5[CH:41]=[CH:42][N:43]=[CH:44][C:36]=5[CH2:30][C:29]([OH:45])=[O:28])=[O:39])[CH2:23][CH2:24]4)[CH2:16][CH2:15]3)[C:4]=2[O:3]1, predict the reactants needed to synthesize it. The reactants are: [CH3:1][C:2]1([CH3:25])[C:6]([CH3:8])([CH3:7])[C:5]2[CH:9]=[CH:10][CH:11]=[C:12]([CH2:13][N:14]3[CH2:19][CH2:18][C:17]4([CH2:24][CH2:23][NH:22][CH2:21][CH2:20]4)[CH2:16][CH2:15]3)[C:4]=2[O:3]1.C([O:28][C:29](=[O:45])[CH:30]([C:36]1[CH:44]=[N:43][CH:42]=[CH:41][C:37]=1[C:38](O)=[O:39])C(OCC)=O)C. (4) Given the product [CH3:8][O:9][C:10](=[O:24])[C:11]1[CH:16]=[CH:15][C:14]([CH2:17][CH2:18][S:19]([N:48]2[CH2:49][CH2:50][C:42]3([N:41]=[C:40]([C:32]4[CH:33]=[C:34]([C:36]([F:39])([F:37])[F:38])[CH:35]=[C:30]([O:29][CH2:25][CH2:26][CH:27]=[CH2:28])[CH:31]=4)[NH:44][C:43]3=[O:45])[CH2:46][CH2:47]2)(=[O:21])=[O:20])=[C:13]([CH3:23])[CH:12]=1, predict the reactants needed to synthesize it. The reactants are: C(N(CC)CC)C.[CH3:8][O:9][C:10](=[O:24])[C:11]1[CH:16]=[CH:15][C:14]([CH2:17][CH2:18][S:19](Cl)(=[O:21])=[O:20])=[C:13]([CH3:23])[CH:12]=1.[CH2:25]([O:29][C:30]1[CH:31]=[C:32]([C:40]2[NH:44][C:43](=[O:45])[C:42]3([CH2:50][CH2:49][NH:48][CH2:47][CH2:46]3)[N:41]=2)[CH:33]=[C:34]([C:36]([F:39])([F:38])[F:37])[CH:35]=1)[CH2:26][CH:27]=[CH2:28]. (5) Given the product [CH3:8][N:7]1[CH2:9][CH2:10][C:11](=[O:13])[CH2:6][CH:5]1[CH3:4], predict the reactants needed to synthesize it. The reactants are: COC(=O)[CH2:4][CH:5]([N:7]([CH2:9][CH2:10][C:11]([O:13]C)=O)[CH3:8])[CH3:6].CCN(CC)CC.O. (6) Given the product [CH3:9][C:10]([S@:13](/[N:15]=[CH:7]/[C:5]1[CH:4]=[N:3][N:2]([CH3:1])[CH:6]=1)=[O:14])([CH3:12])[CH3:11], predict the reactants needed to synthesize it. The reactants are: [CH3:1][N:2]1[CH:6]=[C:5]([CH:7]=O)[CH:4]=[N:3]1.[CH3:9][C:10]([S@:13]([NH2:15])=[O:14])([CH3:12])[CH3:11].O. (7) Given the product [C:46]([O:45][C:43](=[O:42])[N:16]([C@@H:14]([CH3:15])[C@H:13]([C:5]1[CH:4]=[C:3]([C:2]([F:40])([F:41])[F:1])[CH:8]=[C:7]([C:9]([F:11])([F:10])[F:12])[CH:6]=1)[OH:39])[CH2:17][C:18]1[CH:23]=[C:22]([C:24]([F:25])([F:26])[F:27])[CH:21]=[CH:20][C:19]=1[C:28]1[CH:33]=[C:32]([CH:34]([CH3:35])[CH3:36])[CH:31]=[CH:30][C:29]=1[O:37][CH3:38])([CH3:49])([CH3:48])[CH3:47], predict the reactants needed to synthesize it. The reactants are: [F:1][C:2]([F:41])([F:40])[C:3]1[CH:4]=[C:5]([C@H:13]([OH:39])[C@@H:14]([NH:16][CH2:17][C:18]2[CH:23]=[C:22]([C:24]([F:27])([F:26])[F:25])[CH:21]=[CH:20][C:19]=2[C:28]2[CH:33]=[C:32]([CH:34]([CH3:36])[CH3:35])[CH:31]=[CH:30][C:29]=2[O:37][CH3:38])[CH3:15])[CH:6]=[C:7]([C:9]([F:12])([F:11])[F:10])[CH:8]=1.[O:42](C(OC(C)(C)C)=O)[C:43]([O:45][C:46]([CH3:49])([CH3:48])[CH3:47])=O.